Dataset: Reaction yield outcomes from USPTO patents with 853,638 reactions. Task: Predict the reaction yield, written as a fraction of the theoretical maximum amount of product (1.0 means a 100% yield; for example, 0.34 means a 34% yield). (1) The reactants are [C:1]([O:5][C:6]([NH:8][C:9]1([C:13]2[CH:18]=[CH:17][C:16]([C:19]3[O:27][C:26]4[C:25]([C:28]([O:30]C)=O)=[CH:24][N:23]([CH3:32])[C:22](=[O:33])[C:21]=4[C:20]=3[C:34]3[CH:39]=[CH:38][CH:37]=[CH:36][CH:35]=3)=[CH:15][CH:14]=2)[CH2:12][CH2:11][CH2:10]1)=[O:7])([CH3:4])([CH3:3])[CH3:2].[CH3:40][NH2:41]. The catalyst is C(O)C. The product is [CH3:32][N:23]1[CH:24]=[C:25]([C:28](=[O:30])[NH:41][CH3:40])[C:26]2[O:27][C:19]([C:16]3[CH:15]=[CH:14][C:13]([C:9]4([NH:8][C:6](=[O:7])[O:5][C:1]([CH3:3])([CH3:2])[CH3:4])[CH2:12][CH2:11][CH2:10]4)=[CH:18][CH:17]=3)=[C:20]([C:34]3[CH:35]=[CH:36][CH:37]=[CH:38][CH:39]=3)[C:21]=2[C:22]1=[O:33]. The yield is 0.640. (2) The reactants are [OH:1][C:2]([C:13]1[CH:14]=[C:15]([CH:19]=[CH:20][CH:21]=1)[C:16](O)=[O:17])([C:7]1[CH:12]=[CH:11][CH:10]=[CH:9][CH:8]=1)[C:3]([O:5][CH3:6])=[O:4].CN(C(ON1N=NC2C=CC=NC1=2)=[N+](C)C)C.F[P-](F)(F)(F)(F)F.C([O:48][CH:49](OCC)[CH2:50][CH2:51][CH2:52][NH2:53])C.CCN(C(C)C)C(C)C. No catalyst specified. The product is [OH:1][C:2]([C:13]1[CH:21]=[CH:20][CH:19]=[C:15]([C:16](=[O:17])[NH:53][CH2:52][CH2:51][CH2:50][CH:49]=[O:48])[CH:14]=1)([C:7]1[CH:12]=[CH:11][CH:10]=[CH:9][CH:8]=1)[C:3]([O:5][CH3:6])=[O:4]. The yield is 0.620. (3) The reactants are C[O:2][C:3](=[O:17])[C:4]1[CH:9]=[CH:8][C:7]([C:10]#[C:11][Si](C)(C)C)=[C:6]([OH:16])[CH:5]=1.C.CO.[OH-].[Na+]. The catalyst is CCO.CCN(CC)CC. The product is [O:16]1[C:6]2[CH:5]=[C:4]([C:3]([OH:2])=[O:17])[CH:9]=[CH:8][C:7]=2[CH:10]=[CH:11]1. The yield is 0.930. (4) The reactants are [Cl:1][C:2]1[N:7]=[CH:6][C:5]2[C:8](=[O:30])[NH:9][N:10]([C:11]([C:24]3[CH:29]=[CH:28][CH:27]=[CH:26][CH:25]=3)([C:18]3[CH:23]=[CH:22][CH:21]=[CH:20][CH:19]=3)[C:12]3[CH:17]=[CH:16][CH:15]=[CH:14][CH:13]=3)[C:4]=2[CH:3]=1.Br[CH2:32][CH2:33][O:34][CH3:35].C(=O)([O-])[O-].[K+].[K+]. No catalyst specified. The product is [Cl:1][C:2]1[N:7]=[CH:6][C:5]2[C:8]([O:30][CH2:32][CH2:33][O:34][CH3:35])=[N:9][N:10]([C:11]([C:18]3[CH:23]=[CH:22][CH:21]=[CH:20][CH:19]=3)([C:12]3[CH:13]=[CH:14][CH:15]=[CH:16][CH:17]=3)[C:24]3[CH:25]=[CH:26][CH:27]=[CH:28][CH:29]=3)[C:4]=2[CH:3]=1. The yield is 0.840. (5) The reactants are O=[C:2]1[CH:7]=[C:6]([C:8]([OH:10])=O)[CH:5]=[CH:4][NH:3]1.[C:11](=[O:14])([O-])[O-].[K+].[K+].[CH2:17](Br)[C:18]1[CH:23]=[CH:22][CH:21]=[CH:20][CH:19]=1.[OH2:25]. The catalyst is CN(C=O)C. The product is [CH2:4]([N:3]1[CH:2]=[CH:7][C:6]([C:8]([O:10][CH2:17][C:18]2[CH:23]=[CH:22][CH:21]=[CH:20][CH:19]=2)=[O:25])=[CH:5][C:11]1=[O:14])[C:18]1[CH:23]=[CH:22][CH:21]=[CH:20][CH:19]=1. The yield is 0.340. (6) The reactants are [CH2:1]([N:3]([CH2:14][CH3:15])[CH2:4][CH2:5][O:6][C:7]1[CH:12]=[CH:11][C:10]([NH2:13])=[CH:9][CH:8]=1)[CH3:2].[F:16][C:17]1[CH:25]=[C:24]2[C:20]([C:21](=[CH:27]O)[C:22](=[O:26])[NH:23]2)=[CH:19][CH:18]=1. No catalyst specified. The product is [CH2:14]([N:3]([CH2:1][CH3:2])[CH2:4][CH2:5][O:6][C:7]1[CH:8]=[CH:9][C:10]([NH:13][CH:27]=[C:21]2[C:20]3[C:24](=[CH:25][C:17]([F:16])=[CH:18][CH:19]=3)[NH:23][C:22]2=[O:26])=[CH:11][CH:12]=1)[CH3:15]. The yield is 0.390. (7) The reactants are [H-].[Na+].[CH2:3]([NH:10][C:11]([C:13]1([C:18](=[O:21])[CH2:19]Br)[CH2:17][CH2:16][CH2:15][CH2:14]1)=[O:12])[C:4]1[CH:9]=[CH:8][CH:7]=[CH:6][CH:5]=1. The catalyst is CN(C=O)C. The product is [CH2:3]([N:10]1[CH2:19][C:18](=[O:21])[C:13]2([CH2:17][CH2:16][CH2:15][CH2:14]2)[C:11]1=[O:12])[C:4]1[CH:9]=[CH:8][CH:7]=[CH:6][CH:5]=1. The yield is 0.560.